The task is: Predict the product of the given reaction.. This data is from Forward reaction prediction with 1.9M reactions from USPTO patents (1976-2016). (1) Given the reactants Cl[C:2]1[CH:3]=[C:4]2[C:9](=[CH:10][N:11]=1)[NH:8][C:7]([C:12]1[CH:17]=[CH:16][CH:15]=[CH:14][C:13]=1[Cl:18])=[CH:6][C:5]2=[O:19].[CH:20]1([C:23]([NH2:25])=[O:24])[CH2:22][CH2:21]1.C(=O)([O-])[O-].[Cs+].[Cs+].O, predict the reaction product. The product is: [Cl:18][C:13]1[CH:14]=[CH:15][CH:16]=[CH:17][C:12]=1[C:7]1[NH:8][C:9]2[C:4]([C:5](=[O:19])[CH:6]=1)=[CH:3][C:2]([NH:25][C:23]([CH:20]1[CH2:22][CH2:21]1)=[O:24])=[N:11][CH:10]=2. (2) The product is: [CH3:13][O:12][CH:11]([O:14][CH3:15])[C:6]1[C:5]([CH2:4][OH:3])=[CH:10][CH:9]=[CH:8][N:7]=1. Given the reactants C([O:3][C:4](=O)[C:5]1[CH:10]=[CH:9][CH:8]=[N:7][C:6]=1[CH:11]([O:14][CH3:15])[O:12][CH3:13])C.[H-].[Al+3].[Li+].[H-].[H-].[H-], predict the reaction product. (3) Given the reactants COC1C=[CH:7][C:6]([C:9]2O[C:11]([C:14]34[CH2:21][CH2:20][C:17]([CH2:22][CH2:23][CH2:24][CH2:25][CH3:26])([CH2:18][CH2:19]3)[CH2:16][CH2:15]4)=[N:12][N:13]=2)=[C:5]([CH3:27])[CH:4]=1.F[C:29](F)(F)[C:30]([O-:32])=O.[CH3:35][NH3+:36].[CH3:37]N, predict the reaction product. The product is: [CH3:37][O:32][C:30]1[CH:29]=[CH:7][C:6]([C:9]2[N:36]([CH3:35])[C:11]([C:14]34[CH2:15][CH2:16][C:17]([CH2:22][CH2:23][CH2:24][CH2:25][CH3:26])([CH2:20][CH2:21]3)[CH2:18][CH2:19]4)=[N:12][N:13]=2)=[C:5]([CH3:27])[CH:4]=1. (4) The product is: [C:9]([NH:8][C:5]1[N:6]=[CH:7][C:2]([C:36]2[CH:41]=[N:40][C:39]([NH2:42])=[CH:38][CH:37]=2)=[CH:3][CH:4]=1)([C:22]1[CH:27]=[CH:26][CH:25]=[CH:24][CH:23]=1)([C:16]1[CH:21]=[CH:20][CH:19]=[CH:18][CH:17]=1)[C:10]1[CH:15]=[CH:14][CH:13]=[CH:12][CH:11]=1. Given the reactants Br[C:2]1[CH:3]=[CH:4][C:5]([NH:8][C:9]([C:22]2[CH:27]=[CH:26][CH:25]=[CH:24][CH:23]=2)([C:16]2[CH:21]=[CH:20][CH:19]=[CH:18][CH:17]=2)[C:10]2[CH:15]=[CH:14][CH:13]=[CH:12][CH:11]=2)=[N:6][CH:7]=1.CC1(C)C(C)(C)OB([C:36]2[CH:37]=[CH:38][C:39]([NH2:42])=[N:40][CH:41]=2)O1.C(=O)([O-])[O-].[Na+].[Na+], predict the reaction product. (5) Given the reactants [CH3:1][C:2]1([CH3:28])[CH2:7][CH2:6][C:5]([C:8]2[CH:13]=[C:12]([C:14]([OH:17])([CH3:16])[CH3:15])[CH:11]=[CH:10][C:9]=2[NH:18][C:19]([C:21]2[NH:22][CH:23]=[C:24]([C:26]#[N:27])[N:25]=2)=[O:20])=[CH:4][CH2:3]1.[CH3:29][N:30]([CH3:34])[CH2:31][CH2:32]O.[C:35]([OH:41])([C:37]([F:40])([F:39])[F:38])=[O:36], predict the reaction product. The product is: [F:38][C:37]([F:40])([F:39])[C:35]([OH:41])=[O:36].[CH3:29][N:30]([CH3:34])[CH2:31][CH2:32][O:17][C:14]([C:12]1[CH:11]=[CH:10][C:9]([NH:18][C:19]([C:21]2[NH:25][C:24]([C:26]#[N:27])=[CH:23][N:22]=2)=[O:20])=[C:8]([C:5]2[CH2:6][CH2:7][C:2]([CH3:28])([CH3:1])[CH2:3][CH:4]=2)[CH:13]=1)([CH3:15])[CH3:16].